From a dataset of Full USPTO retrosynthesis dataset with 1.9M reactions from patents (1976-2016). Predict the reactants needed to synthesize the given product. (1) Given the product [Br:1][C:2]1[CH:3]=[C:4]2[C:8](=[CH:9][CH:10]=1)[N:7]([CH:11]1[CH2:16][CH2:15][CH2:14][CH2:13][O:12]1)[N:6]=[C:5]2[C:17]([NH:32][C:27]1[CH:28]=[N:29][CH:30]=[CH:31][N:26]=1)=[O:19], predict the reactants needed to synthesize it. The reactants are: [Br:1][C:2]1[CH:3]=[C:4]2[C:8](=[CH:9][CH:10]=1)[N:7]([CH:11]1[CH2:16][CH2:15][CH2:14][CH2:13][O:12]1)[N:6]=[C:5]2[C:17]([OH:19])=O.C(Cl)(=O)C(Cl)=O.[N:26]1[CH:31]=[CH:30][N:29]=[CH:28][C:27]=1[NH2:32].C([O-])(O)=O.[Na+]. (2) Given the product [Cl:13][C:14]1[CH:19]=[CH:18][C:17]([C:8]2[C:7]([O:30][CH:25]([CH3:26])[CH3:24])=[N:6][CH:5]=[C:4]([CH:9]=2)[C:3]([NH:23][C@@H:24]2[CH2:29][CH2:28][CH2:27][CH2:26][C@H:25]2[OH:30])=[O:12])=[CH:16][CH:15]=1, predict the reactants needed to synthesize it. The reactants are: CO[C:3](=[O:12])[C:4]1[CH:9]=[C:8](Br)[C:7](Cl)=[N:6][CH:5]=1.[Cl:13][C:14]1[CH:19]=[CH:18][C:17](B(O)O)=[CH:16][CH:15]=1.[NH2:23][C@@H:24]1[CH2:29][CH2:28][CH2:27][CH2:26][C@H:25]1[OH:30]. (3) Given the product [F:1][C:2]1[CH:12]=[CH:11][C:10]([F:13])=[CH:9][C:3]=1[CH2:4][CH2:5][C:6]([OH:8])=[O:7], predict the reactants needed to synthesize it. The reactants are: [F:1][C:2]1[CH:12]=[CH:11][C:10]([F:13])=[CH:9][C:3]=1[CH:4]=[CH:5][C:6]([OH:8])=[O:7]. (4) Given the product [CH3:1][C:2]1([CH3:16])[O:3][C:4](=[O:15])[NH:5][C:6]2[CH:11]=[CH:10][C:9]([C:18]3[CH:19]=[C:20]([CH:23]=[CH:24][CH:25]=3)[C:21]#[N:22])=[CH:8][C:7]1=2, predict the reactants needed to synthesize it. The reactants are: [CH3:1][C:2]1([CH3:16])[C:7]2[CH:8]=[C:9](B(O)O)[CH:10]=[CH:11][C:6]=2[NH:5][C:4](=[O:15])[O:3]1.Br[C:18]1[CH:19]=[C:20]([CH:23]=[CH:24][CH:25]=1)[C:21]#[N:22].C(=O)([O-])[O-].[Na+].[Na+]. (5) Given the product [Cl:15][C:16]1[CH:21]=[C:20]([CH2:22][CH3:23])[CH:19]=[CH:18][C:17]=1[CH2:24][O:1][C:2]1[N:6]([C:7]2[CH:12]=[C:11]([C:13]#[N:14])[CH:10]=[CH:9][N:8]=2)[N:5]=[CH:4][CH:3]=1, predict the reactants needed to synthesize it. The reactants are: [OH:1][C:2]1[N:6]([C:7]2[CH:12]=[C:11]([C:13]#[N:14])[CH:10]=[CH:9][N:8]=2)[N:5]=[CH:4][CH:3]=1.[Cl:15][C:16]1[CH:21]=[C:20]([CH2:22][CH3:23])[CH:19]=[CH:18][C:17]=1[CH2:24]O.